This data is from Forward reaction prediction with 1.9M reactions from USPTO patents (1976-2016). The task is: Predict the product of the given reaction. The product is: [C:1]1([C:7]2[CH:12]=[CH:11][CH:10]=[CH:9][C:8]=2[O:13][CH3:14])[CH:2]=[CH:3][CH:4]=[CH:5][CH:6]=1. Given the reactants [C:1]1([C:7]2[CH:12]=[CH:11][CH:10]=[CH:9][C:8]=2[OH:13])[CH:6]=[CH:5][CH:4]=[CH:3][CH:2]=1.[C:14]([O-])([O-])=O.[K+].[K+].COS(OC)(=O)=O.CCO, predict the reaction product.